Dataset: NCI-60 drug combinations with 297,098 pairs across 59 cell lines. Task: Regression. Given two drug SMILES strings and cell line genomic features, predict the synergy score measuring deviation from expected non-interaction effect. (1) Drug 1: CC1CCC2CC(C(=CC=CC=CC(CC(C(=O)C(C(C(=CC(C(=O)CC(OC(=O)C3CCCCN3C(=O)C(=O)C1(O2)O)C(C)CC4CCC(C(C4)OC)OCCO)C)C)O)OC)C)C)C)OC. Drug 2: CC12CCC3C(C1CCC2O)C(CC4=C3C=CC(=C4)O)CCCCCCCCCS(=O)CCCC(C(F)(F)F)(F)F. Cell line: BT-549. Synergy scores: CSS=19.4, Synergy_ZIP=9.10, Synergy_Bliss=19.1, Synergy_Loewe=-52.3, Synergy_HSA=14.5. (2) Cell line: KM12. Drug 2: C1=NC2=C(N1)C(=S)N=CN2. Synergy scores: CSS=51.6, Synergy_ZIP=-1.85, Synergy_Bliss=-3.76, Synergy_Loewe=-2.31, Synergy_HSA=1.09. Drug 1: CC1=C2C(C(=O)C3(C(CC4C(C3C(C(C2(C)C)(CC1OC(=O)C(C(C5=CC=CC=C5)NC(=O)OC(C)(C)C)O)O)OC(=O)C6=CC=CC=C6)(CO4)OC(=O)C)OC)C)OC. (3) Drug 1: C1=CC(=CC=C1CC(C(=O)O)N)N(CCCl)CCCl.Cl. Drug 2: CC1=CC=C(C=C1)C2=CC(=NN2C3=CC=C(C=C3)S(=O)(=O)N)C(F)(F)F. Cell line: MDA-MB-231. Synergy scores: CSS=8.78, Synergy_ZIP=-2.12, Synergy_Bliss=1.10, Synergy_Loewe=-2.93, Synergy_HSA=-0.0141. (4) Drug 1: COC1=CC(=CC(=C1O)OC)C2C3C(COC3=O)C(C4=CC5=C(C=C24)OCO5)OC6C(C(C7C(O6)COC(O7)C8=CC=CS8)O)O. Drug 2: C(CC(=O)O)C(=O)CN.Cl. Cell line: SN12C. Synergy scores: CSS=40.0, Synergy_ZIP=-5.35, Synergy_Bliss=-3.20, Synergy_Loewe=-33.7, Synergy_HSA=-1.56. (5) Drug 1: CC1=C2C(C(=O)C3(C(CC4C(C3C(C(C2(C)C)(CC1OC(=O)C(C(C5=CC=CC=C5)NC(=O)OC(C)(C)C)O)O)OC(=O)C6=CC=CC=C6)(CO4)OC(=O)C)O)C)O. Drug 2: CC1C(C(CC(O1)OC2CC(CC3=C2C(=C4C(=C3O)C(=O)C5=CC=CC=C5C4=O)O)(C(=O)C)O)N)O. Cell line: NCIH23. Synergy scores: CSS=54.4, Synergy_ZIP=-3.69, Synergy_Bliss=1.47, Synergy_Loewe=3.29, Synergy_HSA=4.91.